This data is from CYP2D6 inhibition data for predicting drug metabolism from PubChem BioAssay. The task is: Regression/Classification. Given a drug SMILES string, predict its absorption, distribution, metabolism, or excretion properties. Task type varies by dataset: regression for continuous measurements (e.g., permeability, clearance, half-life) or binary classification for categorical outcomes (e.g., BBB penetration, CYP inhibition). Dataset: cyp2d6_veith. (1) The molecule is Cc1oc(-c2ccccc2)cc1C(=O)Nc1ccc2ccccc2c1. The result is 0 (non-inhibitor). (2) The drug is N/C(=N\OC(=O)c1cc(-c2ccccc2)nc2ccccc12)c1ccc(Cl)cc1. The result is 0 (non-inhibitor).